Dataset: Forward reaction prediction with 1.9M reactions from USPTO patents (1976-2016). Task: Predict the product of the given reaction. (1) Given the reactants [NH2:1][C:2]1[CH:3]=[C:4]([CH:7]=[CH:8][CH:9]=1)[C:5]#[N:6].[OH-].[Na+].Cl[C:13]1[C:18]([N+:19]([O-:21])=[O:20])=[CH:17][CH:16]=[C:15]([Cl:22])[N:14]=1, predict the reaction product. The product is: [C:5]([C:4]1[CH:3]=[C:2]([NH:1][C:13]2[C:18]([N+:19]([O-:21])=[O:20])=[CH:17][CH:16]=[C:15]([Cl:22])[N:14]=2)[CH:9]=[CH:8][CH:7]=1)#[N:6]. (2) Given the reactants [Cl:1][C:2]1[CH:3]=[C:4]([CH:18]=[CH:19][CH:20]=1)[C:5]([NH:7][CH2:8][C:9]1[CH:14]=[CH:13][C:12]([C:15]#[N:16])=[CH:11][C:10]=1[OH:17])=[O:6].[F:21][C:22]1[CH:37]=[CH:36][CH:35]=[CH:34][C:23]=1[C:24]([NH:26][CH2:27][CH2:28]OS(C)(=O)=O)=[O:25], predict the reaction product. The product is: [Cl:1][C:2]1[CH:3]=[C:4]([CH:18]=[CH:19][CH:20]=1)[C:5]([NH:7][CH2:8][C:9]1[CH:14]=[CH:13][C:12]([C:15]#[N:16])=[CH:11][C:10]=1[O:17][CH2:28][CH2:27][NH:26][C:24](=[O:25])[C:23]1[CH:34]=[CH:35][CH:36]=[CH:37][C:22]=1[F:21])=[O:6]. (3) Given the reactants C[O:2][C:3]([C@@H:5]1[CH2:9][C@@H:8]([S:10]([CH3:13])(=[O:12])=[O:11])[CH2:7][N:6]1[C:14]1[N:15]([CH2:20][CH2:21][C:22]2[CH:27]=[CH:26][CH:25]=[CH:24][CH:23]=2)[N:16]=[C:17]([CH3:19])[CH:18]=1)=[O:4].[OH-].[Li+], predict the reaction product. The product is: [CH3:13][S:10]([C@H:8]1[CH2:7][N:6]([C:14]2[N:15]([CH2:20][CH2:21][C:22]3[CH:27]=[CH:26][CH:25]=[CH:24][CH:23]=3)[N:16]=[C:17]([CH3:19])[CH:18]=2)[C@H:5]([C:3]([OH:4])=[O:2])[CH2:9]1)(=[O:11])=[O:12]. (4) Given the reactants [N:1]1[CH:6]=[C:5]([C@@H:7]2[CH2:12][CH2:11][CH2:10][N:8]2[CH3:9])[CH:4]=[CH:3][CH:2]=1.[Br:13][CH2:14][CH2:15][CH2:16]/[CH:17]=[CH:18]\[CH2:19][CH2:20][CH2:21][CH2:22][CH3:23], predict the reaction product. The product is: [BrH:13].[Br-:13].[CH2:14]([N+:1]1[CH:2]=[CH:3][CH:4]=[C:5]([C@@H:7]2[CH2:12][CH2:11][CH2:10][N:8]2[CH3:9])[CH:6]=1)[CH2:15][CH2:16]/[CH:17]=[CH:18]\[CH2:19][CH2:20][CH2:21][CH2:22][CH3:23]. (5) Given the reactants [NH2:1][C:2]1[CH:3]=[C:4]([C@@H:9]([OH:39])[CH2:10][N:11]([C:32]([O:34][C:35]([CH3:38])([CH3:37])[CH3:36])=[O:33])[CH2:12][CH2:13][O:14][C:15]2[CH:23]=[C:22]3[C:18]([C:19]([Cl:31])=[N:20][N:21]3[C:24]([O:26][C:27]([CH3:30])([CH3:29])[CH3:28])=[O:25])=[CH:17][CH:16]=2)[CH:5]=[CH:6][C:7]=1[F:8].N1C=CN=C1.Cl[Si:46]([CH2:51][CH3:52])([CH2:49][CH3:50])[CH2:47][CH3:48].C(=O)([O-])O.[Na+], predict the reaction product. The product is: [NH2:1][C:2]1[CH:3]=[C:4]([C@@H:9]([O:39][Si:46]([CH2:51][CH3:52])([CH2:49][CH3:50])[CH2:47][CH3:48])[CH2:10][N:11]([C:32]([O:34][C:35]([CH3:38])([CH3:37])[CH3:36])=[O:33])[CH2:12][CH2:13][O:14][C:15]2[CH:23]=[C:22]3[C:18]([C:19]([Cl:31])=[N:20][N:21]3[C:24]([O:26][C:27]([CH3:28])([CH3:29])[CH3:30])=[O:25])=[CH:17][CH:16]=2)[CH:5]=[CH:6][C:7]=1[F:8]. (6) Given the reactants [CH:1]1([NH:5][C:6]([C:8]2[CH:9]=[C:10]([CH:25]=[CH:26][CH:27]=2)[CH2:11][N:12]2[CH2:17][CH2:16][N:15](C(OC(C)(C)C)=O)[CH2:14][CH2:13]2)=[O:7])[CH2:4][CH2:3][CH2:2]1.FC(F)(F)C(O)=O, predict the reaction product. The product is: [CH:1]1([NH:5][C:6](=[O:7])[C:8]2[CH:27]=[CH:26][CH:25]=[C:10]([CH2:11][N:12]3[CH2:13][CH2:14][NH:15][CH2:16][CH2:17]3)[CH:9]=2)[CH2:2][CH2:3][CH2:4]1. (7) The product is: [C:8]([C:7]1[C:2]([O:13][CH3:12])=[N:3][C:4]([CH3:11])=[CH:5][C:6]=1[CH3:10])#[N:9]. Given the reactants Cl[C:2]1[C:7]([C:8]#[N:9])=[C:6]([CH3:10])[CH:5]=[C:4]([CH3:11])[N:3]=1.[CH3:12][O-:13].[Na+], predict the reaction product.